From a dataset of Forward reaction prediction with 1.9M reactions from USPTO patents (1976-2016). Predict the product of the given reaction. (1) Given the reactants [CH2:1]([C:3]1[CH:10]=[C:9]([OH:11])[CH:8]=[CH:7][C:4]=1[C:5]#[N:6])[CH3:2].CCN(C(C)C)C(C)C.[CH3:21][Si:22]([CH2:25][CH2:26][O:27][CH2:28]Cl)([CH3:24])[CH3:23], predict the reaction product. The product is: [CH2:1]([C:3]1[CH:10]=[C:9]([O:11][CH2:28][O:27][CH2:26][CH2:25][Si:22]([CH3:24])([CH3:23])[CH3:21])[CH:8]=[CH:7][C:4]=1[C:5]#[N:6])[CH3:2]. (2) Given the reactants C(OC([N:8]1[CH2:12][CH2:11][C@@H:10]([C@@H:13]([OH:20])[CH:14]2[CH2:19][CH2:18][O:17][CH2:16][CH2:15]2)[CH2:9]1)=O)(C)(C)C.[H-].[Na+].[Cl:23][C:24]1[CH:29]=[CH:28][CH:27]=[C:26](F)[C:25]=1[Cl:31], predict the reaction product. The product is: [Cl:23][C:24]1[C:25]([Cl:31])=[CH:26][CH:27]=[CH:28][C:29]=1[O:20][C@@H:13]([CH:14]1[CH2:15][CH2:16][O:17][CH2:18][CH2:19]1)[C@@H:10]1[CH2:11][CH2:12][NH:8][CH2:9]1. (3) The product is: [Cl:1][C:2]1[N:7]=[C:6]([C:8]2[CH:9]=[C:10]([CH:13]=[CH:14][CH:15]=2)[CH2:11][NH:16][C@@H:17]([CH3:20])[CH2:18][OH:19])[CH:5]=[CH:4][N:3]=1. Given the reactants [Cl:1][C:2]1[N:7]=[C:6]([C:8]2[CH:9]=[C:10]([CH:13]=[CH:14][CH:15]=2)[CH:11]=O)[CH:5]=[CH:4][N:3]=1.[NH2:16][C@@H:17]([CH3:20])[CH2:18][OH:19], predict the reaction product. (4) Given the reactants [OH:1][CH2:2][CH:3]([CH2:5][OH:6])[OH:4].[C:7]([OH:14])(=O)[CH2:8][CH2:9][C:10]([CH3:12])=[O:11], predict the reaction product. The product is: [C:7]([O:1][CH2:2][CH:3]([CH2:5][O:6][C:7](=[O:14])[CH2:8][CH2:9][C:10]([CH3:12])=[O:11])[O:4][C:7](=[O:14])[CH2:8][CH2:9][C:10]([CH3:12])=[O:11])(=[O:14])[CH2:8][CH2:9][C:10]([CH3:12])=[O:11]. (5) Given the reactants [NH:1]1[C:9]2[C:4](=[CH:5][CH:6]=[CH:7][CH:8]=2)[C:3]([C@H](C)CC=O)=[CH:2]1.[CH:15](OC)([O:18][CH3:19])[O:16][CH3:17].[CH3:22][C:23]1C=CC(S(O)(=O)=O)=C[CH:28]=1.O, predict the reaction product. The product is: [CH3:17][O:16][CH:15]([O:18][CH3:19])[CH2:22][CH:23]([N:1]1[C:9]2[C:4](=[CH:5][CH:6]=[CH:7][CH:8]=2)[CH:3]=[CH:2]1)[CH3:28].